Task: Predict the reactants needed to synthesize the given product.. Dataset: Full USPTO retrosynthesis dataset with 1.9M reactions from patents (1976-2016) (1) Given the product [C:99]([CH2:98][CH2:5][C:6]1[C:18]([CH2:19][CH2:20][CH2:21][CH2:22][CH2:23][CH2:24][O:25][C:70]2([C:72]([N:74]3[CH2:78][CH2:77][C:76]([F:80])([F:79])[CH2:75]3)=[O:73])[CH:71]=[CH:66][CH:67]=[C:68]([C:81]3[CH:86]=[CH:85][CH:84]=[C:83]([F:87])[CH:82]=3)[CH2:69]2)=[CH:17][CH:16]=[CH:15][C:7]=1[O:8][CH2:9][CH2:10][CH2:11][C:12]([OH:14])=[O:13])([OH:100])=[O:96], predict the reactants needed to synthesize it. The reactants are: C(C[CH2:5][C:6]1[C:18]([CH2:19][CH2:20][CH2:21][CH2:22][CH2:23][CH2:24][O:25]C2C=C(C3C=CC(F)=C(F)C=3)C=C(C(=O)N(C)C)C=2)=[CH:17][CH:16]=[CH:15][C:7]=1[O:8][CH2:9][CH2:10][CH2:11][C:12]([OH:14])=[O:13])(O)=O.C(OC(=O)CCCOC1C=CC=C(CCCCCCO[C:66]2[CH:67]=[C:68]([C:81]3[CH:86]=[CH:85][CH:84]=[C:83]([F:87])[CH:82]=3)[CH:69]=[C:70]([C:72]([N:74]3[CH2:78][CH2:77][C:76]([F:80])([F:79])[CH2:75]3)=[O:73])[CH:71]=2)C=1CCC(OCC)=O)C.[OH-:96].[Na+].[CH3:98][CH2:99][OH:100]. (2) Given the product [CH:1]1[C:6]2[CH:7]([C:16]3[CH:17]=[CH:18][C:19]([C:20]([O:22][CH2:23][CH3:24])=[O:21])=[CH:25][CH:26]=3)[NH:8][C:9]3[CH:15]=[CH:14][CH:13]=[CH:12][C:10]=3[O:11][C:5]=2[CH:4]=[CH:3][CH:2]=1, predict the reactants needed to synthesize it. The reactants are: [CH:1]1[C:6]2[C:7]([C:16]3[CH:26]=[CH:25][C:19]([C:20]([O:22][CH2:23][CH3:24])=[O:21])=[CH:18][CH:17]=3)=[N:8][C:9]3[CH:15]=[CH:14][CH:13]=[CH:12][C:10]=3[O:11][C:5]=2[CH:4]=[CH:3][CH:2]=1.[H][H]. (3) Given the product [NH2:4][C@H:5]([C:11]([OH:13])=[O:12])[CH2:6][CH2:7][C:8]([NH:3][CH2:1][CH3:2])=[O:10], predict the reactants needed to synthesize it. The reactants are: [CH2:1]([NH2:3])[CH3:2].[NH2:4][C@H:5]([C:11]([OH:13])=[O:12])[CH2:6][CH2:7][C:8]([OH:10])=O.N[C@H](C([O-])=O)CCC([O-])=O.